From a dataset of Forward reaction prediction with 1.9M reactions from USPTO patents (1976-2016). Predict the product of the given reaction. (1) Given the reactants FC(F)(F)C([O-])=O.[C:8]([CH2:11][N:12]1[C:16]2[CH:17]=[CH:18][CH:19]=[CH:20][C:15]=2[NH+:14]=[CH:13]1)([OH:10])=O.[F:21][C:22]1[CH:23]=[C:24]([CH:26]=[CH:27][C:28]=1[CH3:29])[NH2:25], predict the reaction product. The product is: [N:12]1([CH2:11][C:8]([NH:25][C:24]2[CH:26]=[CH:27][C:28]([CH3:29])=[C:22]([F:21])[CH:23]=2)=[O:10])[C:16]2[CH:17]=[CH:18][CH:19]=[CH:20][C:15]=2[N:14]=[CH:13]1. (2) Given the reactants [C@@H:1]1([N:10]2[C:20]3[N:19]=[C:17]([NH2:18])[NH:16][C:14](=[O:15])[C:13]=3[N:12]=[CH:11]2)[O:9][C@H:6]([CH2:7][OH:8])[C@@H:4]([OH:5])[C@H:2]1[OH:3].Cl(O)(=O)(=O)=O.[OH-].[NH4+].[CH3:28][C:29]([CH3:31])=O, predict the reaction product. The product is: [CH3:28][C:29]1([CH3:31])[O:3][C@@H:2]2[C@@H:4]([C@@H:6]([CH2:7][OH:8])[O:9][C@H:1]2[N:10]2[C:20]3[NH:19][C:17]([NH2:18])=[N:16][C:14](=[O:15])[C:13]=3[N:12]=[CH:11]2)[O:5]1. (3) Given the reactants [OH:1][C:2]1[CH:9]=[CH:8][C:5]([CH:6]=O)=[CH:4][C:3]=1[O:10][CH3:11].[CH3:12][N:13]1[CH2:18][CH2:17][NH:16][CH2:15][CH2:14]1.C(O[BH-](OC(=O)C)OC(=O)C)(=O)C.[Na+].C(=O)(O)[O-].[Na+], predict the reaction product. The product is: [CH3:11][O:10][C:3]1[CH:4]=[C:5]([CH2:6][N:16]2[CH2:17][CH2:18][N:13]([CH3:12])[CH2:14][CH2:15]2)[CH:8]=[CH:9][C:2]=1[OH:1]. (4) Given the reactants [CH:1]([C:4]1[C:12]2[C:7](=[CH:8][CH:9]=[C:10]([O:13][C:14]3[C:19]([C:20]([F:23])([F:22])[F:21])=[CH:18][C:17]([CH:24]=[CH:25][C:26](=[O:34])[CH2:27][CH2:28][C:29]([O:31][CH2:32][CH3:33])=[O:30])=[CH:16][C:15]=3[C:35]([F:38])([F:37])[F:36])[CH:11]=2)[NH:6][CH:5]=1)([CH3:3])[CH3:2], predict the reaction product. The product is: [CH:1]([C:4]1[C:12]2[C:7](=[CH:8][CH:9]=[C:10]([O:13][C:14]3[C:19]([C:20]([F:23])([F:22])[F:21])=[CH:18][C:17]([CH2:24][CH2:25][C:26](=[O:34])[CH2:27][CH2:28][C:29]([O:31][CH2:32][CH3:33])=[O:30])=[CH:16][C:15]=3[C:35]([F:38])([F:36])[F:37])[CH:11]=2)[NH:6][CH:5]=1)([CH3:2])[CH3:3].